Dataset: Forward reaction prediction with 1.9M reactions from USPTO patents (1976-2016). Task: Predict the product of the given reaction. Given the reactants [CH3:1][C:2]1[C:6]([CH3:7])=[C:5]([NH:8][C:9](=[O:16])OCC(Cl)(Cl)Cl)[O:4][N:3]=1.Cl.Cl.[F:19][C:20]1[CH:21]=[C:22]([C:27]2[CH:32]=[CH:31][N:30]=[C:29]([N:33]3[CH2:38][CH2:37][NH:36][CH2:35][CH2:34]3)[N:28]=2)[CH:23]=[CH:24][C:25]=1[F:26], predict the reaction product. The product is: [CH3:1][C:2]1[C:6]([CH3:7])=[C:5]([NH:8][C:9]([N:36]2[CH2:37][CH2:38][N:33]([C:29]3[N:28]=[C:27]([C:22]4[CH:23]=[CH:24][C:25]([F:26])=[C:20]([F:19])[CH:21]=4)[CH:32]=[CH:31][N:30]=3)[CH2:34][CH2:35]2)=[O:16])[O:4][N:3]=1.